From a dataset of Forward reaction prediction with 1.9M reactions from USPTO patents (1976-2016). Predict the product of the given reaction. (1) The product is: [Cl:1][C:2]1[CH:3]=[C:4]([B:9]([C:11]2[CH:16]=[CH:15][C:14]([CH3:17])=[C:13]([Cl:18])[CH:12]=2)[S:22][CH2:21][CH2:20][NH2:19])[CH:5]=[CH:6][C:7]=1[CH3:8]. Given the reactants [Cl:1][C:2]1[CH:3]=[C:4]([B:9]([C:11]2[CH:16]=[CH:15][C:14]([CH3:17])=[C:13]([Cl:18])[CH:12]=2)O)[CH:5]=[CH:6][C:7]=1[CH3:8].[NH2:19][CH2:20][CH2:21][SH:22], predict the reaction product. (2) Given the reactants O=C1C2C(=CC=CC=2)N=C(C(OCC)=O)N1.[O:17]=[C:18]1[NH:23][C:22]([C:24]([O:26]CC)=O)=[N:21][C:20]2[S:29][CH:30]=[C:31]([C:32]3[CH:36]=[CH:35][S:34][CH:33]=3)[C:19]1=2.C1(C(C2C=CC=CC=2)(C2C=CC=CC=2)N2C=NC(CCCOC3C=C(CN)C=CN=3)=N2)C=CC=CC=1.C1(C(C2C=CC=CC=2)(C2C=CC=CC=2)[N:80]2[CH:84]=[N:83][C:82]([O:85][CH2:86][CH2:87][O:88][C:89]3[CH:90]=[C:91]([CH2:95][NH2:96])[CH:92]=[CH:93][CH:94]=3)=[N:81]2)C=CC=CC=1, predict the reaction product. The product is: [O:17]=[C:18]1[NH:23][C:22]([C:24]([NH:96][CH2:95][C:91]2[CH:92]=[CH:93][CH:94]=[C:89]([O:88][CH2:87][CH2:86][O:85][C:82]3[N:83]=[CH:84][NH:80][N:81]=3)[CH:90]=2)=[O:26])=[N:21][C:20]2[S:29][CH:30]=[C:31]([C:32]3[CH:36]=[CH:35][S:34][CH:33]=3)[C:19]1=2. (3) Given the reactants Br[CH2:2][C:3]1[N:4]=[C:5]([C:13]2[CH:18]=[CH:17][CH:16]=[CH:15][CH:14]=2)[S:6][C:7]=1[C:8]([O:10][CH2:11][CH3:12])=[O:9].[CH3:19][NH:20][CH3:21], predict the reaction product. The product is: [CH3:19][N:20]([CH2:2][C:3]1[N:4]=[C:5]([C:13]2[CH:18]=[CH:17][CH:16]=[CH:15][CH:14]=2)[S:6][C:7]=1[C:8]([O:10][CH2:11][CH3:12])=[O:9])[CH3:21].